Dataset: NCI-60 drug combinations with 297,098 pairs across 59 cell lines. Task: Regression. Given two drug SMILES strings and cell line genomic features, predict the synergy score measuring deviation from expected non-interaction effect. (1) Drug 1: CC(C1=C(C=CC(=C1Cl)F)Cl)OC2=C(N=CC(=C2)C3=CN(N=C3)C4CCNCC4)N. Drug 2: C1=NC2=C(N1)C(=S)N=C(N2)N. Cell line: MOLT-4. Synergy scores: CSS=62.6, Synergy_ZIP=2.61, Synergy_Bliss=2.93, Synergy_Loewe=0.348, Synergy_HSA=3.22. (2) Drug 1: C1=C(C(=O)NC(=O)N1)N(CCCl)CCCl. Drug 2: CCCCCOC(=O)NC1=NC(=O)N(C=C1F)C2C(C(C(O2)C)O)O. Cell line: SK-MEL-5. Synergy scores: CSS=15.3, Synergy_ZIP=-7.11, Synergy_Bliss=-1.69, Synergy_Loewe=-25.4, Synergy_HSA=-6.70. (3) Drug 1: CC12CCC3C(C1CCC2=O)CC(=C)C4=CC(=O)C=CC34C. Drug 2: C1=NC(=NC(=O)N1C2C(C(C(O2)CO)O)O)N. Cell line: DU-145. Synergy scores: CSS=50.6, Synergy_ZIP=2.36, Synergy_Bliss=5.74, Synergy_Loewe=1.82, Synergy_HSA=6.08.